Dataset: Catalyst prediction with 721,799 reactions and 888 catalyst types from USPTO. Task: Predict which catalyst facilitates the given reaction. (1) Reactant: [Cl:1][C:2]1[CH:7]=[CH:6][C:5](Br)=[CH:4][CH:3]=1.[Li]CCCC.[Cl:14][C:15]1[CH:26]=[CH:25][C:18]([C:19](N(OC)C)=[O:20])=[CH:17][N:16]=1. Product: [Cl:1][C:2]1[CH:7]=[CH:6][C:5]([C:19]([C:18]2[CH:17]=[N:16][C:15]([Cl:14])=[CH:26][CH:25]=2)=[O:20])=[CH:4][CH:3]=1. The catalyst class is: 1. (2) Reactant: Cl[CH2:2][CH2:3][O:4][C:5]1[CH:10]=[CH:9][C:8]([CH2:11][CH2:12][CH2:13][OH:14])=[CH:7][C:6]=1[I:15].CC(C)([O-])C.[K+].Cl. Product: [I:15][C:6]1[CH:7]=[C:8]([CH2:11][CH2:12][CH2:13][OH:14])[CH:9]=[CH:10][C:5]=1[O:4][CH:3]=[CH2:2]. The catalyst class is: 1. (3) Reactant: Cl.[F:2][C:3]1[CH:4]=[N:5][C:6]([C@@H:9]([NH2:11])[CH3:10])=[N:7][CH:8]=1.Cl[C:13]1[N:18]=[C:17]([NH:19][C:20]2[CH:24]=[C:23]([CH3:25])[NH:22][N:21]=2)[C:16]([Cl:26])=[CH:15][N:14]=1.CCN(C(C)C)C(C)C. Product: [Cl:26][C:16]1[C:17]([NH:19][C:20]2[CH:24]=[C:23]([CH3:25])[NH:22][N:21]=2)=[N:18][C:13]([NH:11][C@H:9]([C:6]2[N:7]=[CH:8][C:3]([F:2])=[CH:4][N:5]=2)[CH3:10])=[N:14][CH:15]=1. The catalyst class is: 114.